Dataset: Reaction yield outcomes from USPTO patents with 853,638 reactions. Task: Predict the reaction yield, written as a fraction of the theoretical maximum amount of product (1.0 means a 100% yield; for example, 0.34 means a 34% yield). The reactants are [CH3:1][N:2]([CH3:27])[C:3]([C:5]1[CH:25]=[CH:24][C:8]([O:9][C:10]2[C:15]3[CH2:16][C:17]([CH3:20])([CH3:19])[O:18][C:14]=3[CH:13]=[C:12]([C:21](O)=[O:22])[CH:11]=2)=[CH:7][C:6]=1[F:26])=[O:4].[NH2:28][C:29]1[CH:33]=[CH:32][O:31][N:30]=1.C(N(CC)CC)C.CN(C(ON1N=NC2C=CC=NC1=2)=[N+](C)C)C.F[P-](F)(F)(F)(F)F. The catalyst is CN(C=O)C. The product is [O:31]1[CH:32]=[CH:33][C:29]([NH:28][C:21]([C:12]2[CH:11]=[C:10]([O:9][C:8]3[CH:24]=[CH:25][C:5]([C:3](=[O:4])[N:2]([CH3:27])[CH3:1])=[C:6]([F:26])[CH:7]=3)[C:15]3[CH2:16][C:17]([CH3:19])([CH3:20])[O:18][C:14]=3[CH:13]=2)=[O:22])=[N:30]1. The yield is 0.0400.